This data is from NCI-60 drug combinations with 297,098 pairs across 59 cell lines. The task is: Regression. Given two drug SMILES strings and cell line genomic features, predict the synergy score measuring deviation from expected non-interaction effect. Synergy scores: CSS=46.1, Synergy_ZIP=3.42, Synergy_Bliss=-0.167, Synergy_Loewe=-32.7, Synergy_HSA=-0.652. Drug 1: CN(CC1=CN=C2C(=N1)C(=NC(=N2)N)N)C3=CC=C(C=C3)C(=O)NC(CCC(=O)O)C(=O)O. Cell line: SF-295. Drug 2: C1=NNC2=C1C(=O)NC=N2.